This data is from Experimentally validated miRNA-target interactions with 360,000+ pairs, plus equal number of negative samples. The task is: Binary Classification. Given a miRNA mature sequence and a target amino acid sequence, predict their likelihood of interaction. (1) The miRNA is hsa-miR-6851-5p with sequence AGGAGGUGGUACUAGGGGCCAGC. The protein sequence of the target gene is MAAPSPGPREVLAPSPEAGCRAVTSSRRGLLWRLRDKQSRLGLFEISPGHELHGMTCMMQAGLWAATQVSMDHPPTGPPSRDDFSEVLTQVHEGFELGTLAGPAFAWLRRSLGLAEEDYQAALGPGGPYLQFLSTSKSKASFFLSHDQRFFLKTQGRREVQALLAHLPRYVQHLQRHPHSLLARLLGVHSLRVDRGKKTYFIVMQSVFYPAGRISERYDIKGCEVSRWVDPAPEGSPLVLVLKDLNFQGKTINLGPQRSWFLRQMELDTTFLRELNVLDYSLLIAFQRLHEDERGPGSSL.... Result: 0 (no interaction). (2) The miRNA is mmu-miR-615-3p with sequence UCCGAGCCUGGGUCUCCCUCUU. The protein sequence of the target gene is MYGFVNHALELLVIRNYGPEVWEDIKKEAQLDEEGQFLVRIIYDDSKTYDLVAAASKVLNLNAGEILQMFGKMFFVFCQESGYDTILRVLGSNVREFLQNLDALHDHLATIYPGMRAPSFRCTDAEKGKGLILHYYSEREGLQDIVIGIIKTVAQQIHGTEIDMKVIQQRNEECDHTQFLIEEKESKEEDFYEDLDRFEENGTQESRISPYTFCKAFPFHIIFDRNLVVTQCGNAIYRVLPQLQPGNCSLLSVFSLVRPHIDISFHGILSHINTVFVLRSKEGLLDVEKLECEDELTGAE.... Result: 0 (no interaction). (3) The miRNA is mmu-miR-1934-5p with sequence UCUGGUCCCCUGCUUCGUCCUCU. The protein sequence of the target gene is MAEQESLEFGKADFVLMDTVSMPEFMANLRLRFEKGRIYTFIGEVVVSVNPYKVLNIYGRDTVEQYKGRELYERPPHLFAIADAAYKAMKRRSKDTCIMISGESGAGKTEASKYIMQYIAAITNPSQRAEIERVKNMLLKSNCVLEAFGNAKTNRNDNSSRFGKYMDINFDFKGDPIGGHINNYLLEKSRVIVQQPGERSFHSFYQLLQGGSEQMLHSLHLQKSLSSYNYIRVGAQLKSSINDAAEFKVVADAMKVIGFKPEEIQTVYKILAVILHLGNLKFIVDGDTPLIENGKVVSVI.... Result: 0 (no interaction). (4) The miRNA is hsa-miR-30b-3p with sequence CUGGGAGGUGGAUGUUUACUUC. The protein sequence of the target gene is MAGPGPGAVLESPRQLLGRVRFLAEAARSLRAGRPLPAALAFVPREVLYKLYKDPAGPSRVLLPVWEAEGLGLRVGAAGPAPGTGSGPLRAARDSIELRRGACVRTTGEELCNGHGLWVKLTKEQLAEHLGDCGLQEGWLLVCRPAEGGARLVPIDTPNHLQRQQQLFGVDYRPVLRWEQVVDLTYSHRLGSRPQPAEAYAEAVQRLLYVPPTWTYECDEDLIHFLYDHLGKEDENLGSVKQYVESIDVSSYTEEFNVSCLTDSNADTYWESDGSQCQHWVRLTMKKGTIVKKLLLTVDT.... Result: 1 (interaction). (5) The miRNA is hsa-miR-3158-3p with sequence AAGGGCUUCCUCUCUGCAGGAC. The protein sequence of the target gene is MSSFSESALEKKLSELSNSQQSVQTLSLWLIHHRKHAGPIVSVWHRELRKAKSNRKLTFLYLANDVIQNSKRKGPEFTREFESVLVDAFSHVAREADEGCKKPLERLLNIWQERSVYGGEFIQQLKLSMEDSKSPPPKATEEKKSLKRTFQQIQEEEDDDYPGSYSPQDPSAGPLLTEELIKALQDLENAASGDATVRQKIASLPQEVQDVSLLEKITDKEAAERLSKTVDEACLLLAEYNGRLAAELEDRRQLARMLVEYTQNQKDVLSEKEKKLEEYKQKLARVTQVRKELKSHIQSL.... Result: 0 (no interaction). (6) The miRNA is hsa-miR-383-3p with sequence ACAGCACUGCCUGGUCAGA. The protein sequence of the target gene is MFFKMKNEIDNDPESEKCIKDSTIMRREPQNILSPLMLPNLEIPFSVKDIISRIERAQLHRAREDIDMQLSEIMNNVHRIMTRYTLVFNSSSERNVSLTEHKKKQRTNFLEKMATYAKTIEIREKTLANILAWLEEWNDVLSEMTLMDVDEHHHWIAQMELLPDTLKAIENNVKILSRFSTSFLDEKKKQKKKILSRGTLWKSWKERVIKRPSTARALRPDQMISDQLATNTKVSEIQGMLQELIGTTMFSTLENNAIKYISSTIVNLSTALSMLNDELKCVNFQSSTVYAHETSEAEKE.... Result: 1 (interaction).